Dataset: Catalyst prediction with 721,799 reactions and 888 catalyst types from USPTO. Task: Predict which catalyst facilitates the given reaction. (1) Reactant: [F:1][C:2]1[CH:7]=[CH:6][CH:5]=[CH:4][C:3]=1[CH:8]([O:10][C:11](=[O:34])[NH:12][C:13]1[C:14]([CH3:33])=[N:15][O:16][C:17]=1[C:18]1[CH:23]=[CH:22][C:21](B2OC(C)(C)C(C)(C)O2)=[CH:20][CH:19]=1)[CH3:9].[CH2:35]([O:37][C:38](=[O:48])[CH:39]([C:41]1[CH:46]=[CH:45][C:44](Br)=[CH:43][CH:42]=1)[CH3:40])[CH3:36]. Product: [CH2:35]([O:37][C:38](=[O:48])[CH:39]([C:41]1[CH:46]=[CH:45][C:44]([C:21]2[CH:22]=[CH:23][C:18]([C:17]3[O:16][N:15]=[C:14]([CH3:33])[C:13]=3[NH:12][C:11]([O:10][CH:8]([C:3]3[CH:4]=[CH:5][CH:6]=[CH:7][C:2]=3[F:1])[CH3:9])=[O:34])=[CH:19][CH:20]=2)=[CH:43][CH:42]=1)[CH3:40])[CH3:36]. The catalyst class is: 235. (2) Reactant: Cl.[F:2][C:3]1[CH:8]=[C:7]([S:9]([CH3:12])(=[O:11])=[O:10])[CH:6]=[CH:5][C:4]=1[N:13]1[C:17]2=[N:18][CH:19]=[N:20][C:21]([S:22][CH:23]3[CH2:28][CH2:27][NH:26][CH2:25][CH2:24]3)=[C:16]2[CH:15]=[N:14]1.Cl[C:30]1[N:35]=[CH:34][C:33]([CH2:36][CH3:37])=[CH:32][N:31]=1.C(N(CC)CC)C. Product: [CH2:36]([C:33]1[CH:32]=[N:31][C:30]([N:26]2[CH2:25][CH2:24][CH:23]([S:22][C:21]3[N:20]=[CH:19][N:18]=[C:17]4[N:13]([C:4]5[CH:5]=[CH:6][C:7]([S:9]([CH3:12])(=[O:11])=[O:10])=[CH:8][C:3]=5[F:2])[N:14]=[CH:15][C:16]=34)[CH2:28][CH2:27]2)=[N:35][CH:34]=1)[CH3:37]. The catalyst class is: 32. (3) Reactant: [I:1][C:2]1[CH:3]=[C:4]([OH:8])[CH:5]=[CH:6][CH:7]=1.C([O-])([O-])=O.[Cs+].[Cs+].Cl[C:16]1[CH:21]=[CH:20][N:19]=[C:18]([C:22]([NH:24][CH3:25])=[O:23])[CH:17]=1. Product: [I:1][C:2]1[CH:3]=[C:4]([CH:5]=[CH:6][CH:7]=1)[O:8][C:16]1[CH:21]=[CH:20][N:19]=[C:18]([C:22]([NH:24][CH3:25])=[O:23])[CH:17]=1. The catalyst class is: 3. (4) Reactant: [CH2:1]([O:8][C:9]1[C:16]([Br:17])=[CH:15][C:12]([CH:13]=O)=[C:11]([O:18][CH2:19][O:20][CH3:21])[CH:10]=1)[C:2]1[CH:7]=[CH:6][CH:5]=[CH:4][CH:3]=1.C(O)COCCO.O.NN.[OH-].[K+]. Product: [CH2:1]([O:8][C:9]1[CH:10]=[C:11]([O:18][CH2:19][O:20][CH3:21])[C:12]([CH3:13])=[CH:15][C:16]=1[Br:17])[C:2]1[CH:3]=[CH:4][CH:5]=[CH:6][CH:7]=1. The catalyst class is: 6. (5) Reactant: Cl.[CH:2]1([N:5]2[CH2:10][C:9]3([CH2:15][CH2:14][NH:13][CH2:12][CH2:11]3)[O:8][CH2:7][C:6]2=[O:16])[CH2:4][CH2:3]1.C(=O)([O-])[O-].[K+].[K+].[Br:23][C:24]1[CH:29]=[CH:28][C:27]([CH:30](Br)[CH3:31])=[CH:26][CH:25]=1. Product: [Br:23][C:24]1[CH:29]=[CH:28][C:27]([CH:30]([N:13]2[CH2:12][CH2:11][C:9]3([O:8][CH2:7][C:6](=[O:16])[N:5]([CH:2]4[CH2:4][CH2:3]4)[CH2:10]3)[CH2:15][CH2:14]2)[CH3:31])=[CH:26][CH:25]=1. The catalyst class is: 35. (6) Reactant: [CH3:1][N:2]1[C:7](=[O:8])[CH:6]=[C:5]([NH:9][C:10]2[CH:15]=[CH:14][C:13]([C:16]3[N:17]=[C:18]([N:33]4[CH2:38][CH2:37][O:36][CH2:35][C@@H:34]4[CH3:39])[C:19]4[CH2:25][CH2:24][N:23](C(OC(C)(C)C)=O)[CH2:22][C:20]=4[N:21]=3)=[CH:12][CH:11]=2)[NH:4][C:3]1=[O:40].Cl. Product: [CH3:1][N:2]1[C:7](=[O:8])[CH:6]=[C:5]([NH:9][C:10]2[CH:15]=[CH:14][C:13]([C:16]3[N:17]=[C:18]([N:33]4[CH2:38][CH2:37][O:36][CH2:35][C@@H:34]4[CH3:39])[C:19]4[CH2:25][CH2:24][NH:23][CH2:22][C:20]=4[N:21]=3)=[CH:12][CH:11]=2)[NH:4][C:3]1=[O:40]. The catalyst class is: 12. (7) Reactant: Cl.[NH2:2][C:3]1[CH:8]=[CH:7][C:6]([CH2:9][CH2:10][O:11][C:12]2[CH:17]=[CH:16][C:15]([CH2:18][C@H:19]([O:23][CH2:24][CH3:25])[C:20]([OH:22])=[O:21])=[CH:14][CH:13]=2)=[CH:5][CH:4]=1.C(=O)([O-])O.[Na+].Cl[C:32]([O:34][CH:35]1[CH2:40][CH2:39][CH:38]([C:41]([CH3:44])([CH3:43])[CH3:42])[CH2:37][CH2:36]1)=[O:33].CO.ClCCl. Product: [CH2:24]([O:23][C@@H:19]([CH2:18][C:15]1[CH:16]=[CH:17][C:12]([O:11][CH2:10][CH2:9][C:6]2[CH:5]=[CH:4][C:3]([NH:2][C:32]([O:34][CH:35]3[CH2:40][CH2:39][CH:38]([C:41]([CH3:44])([CH3:43])[CH3:42])[CH2:37][CH2:36]3)=[O:33])=[CH:8][CH:7]=2)=[CH:13][CH:14]=1)[C:20]([OH:22])=[O:21])[CH3:25]. The catalyst class is: 7.